From a dataset of Full USPTO retrosynthesis dataset with 1.9M reactions from patents (1976-2016). Predict the reactants needed to synthesize the given product. Given the product [CH2:20]([C:21]1[S:23][CH:2]=[C:3]([C:5]2[CH:10]=[CH:9][C:8]([NH2:11])=[CH:7][CH:6]=2)[N:22]=1)[C:14]1[CH:19]=[CH:18][CH:17]=[CH:16][CH:15]=1, predict the reactants needed to synthesize it. The reactants are: Br[CH2:2][C:3]([C:5]1[CH:10]=[CH:9][C:8]([N+:11]([O-])=O)=[CH:7][CH:6]=1)=O.[C:14]1([CH2:20][C:21](=[S:23])[NH2:22])[CH:19]=[CH:18][CH:17]=[CH:16][CH:15]=1.O.Cl.[NH4+].[OH-].